Dataset: Experimentally validated miRNA-target interactions with 360,000+ pairs, plus equal number of negative samples. Task: Binary Classification. Given a miRNA mature sequence and a target amino acid sequence, predict their likelihood of interaction. Result: 1 (interaction). The miRNA is hsa-miR-7703 with sequence UUGCACUCUGGCCUUCUCCCAGG. The protein sequence of the target gene is MAAVEKRRQAVPPPAGFTDSGRQSVSRAAGAAESEEDFLRQVGVTEMLRAALLKVLEARPEEPIAFLAHYFENMGLRSPVNGGAGEPPGQLLLQQQRLGRALWHLRLAHHSQRAAFNNNVSVAYECLSAGGRRKRPGLDGRTYSELLRRICRDGQAPEEVVAPLLRKVQCRDHEAVPLSVFRAGTLTCFVLLEFVARAGALFQLLEDSAAAVADRRVGQAVLDTLEGALQASDAAAPARFLEAGSRLGPDSLALALDRAVGGRRPSAPMTREEFLERAAALFIAKVKPVG.